From a dataset of Catalyst prediction with 721,799 reactions and 888 catalyst types from USPTO. Predict which catalyst facilitates the given reaction. (1) Reactant: [Cl:1][C:2]1[CH:3]=[C:4]([C:8]2[N:13]=[C:12]([O:14][C:15]3[CH:20]=[CH:19][C:18]([CH2:21][C:22]([O:24]C)=O)=[CH:17][CH:16]=3)[CH:11]=[C:10]([CH2:26][CH3:27])[N:9]=2)[CH:5]=[CH:6][CH:7]=1.[NH3:28]. Product: [Cl:1][C:2]1[CH:3]=[C:4]([C:8]2[N:13]=[C:12]([O:14][C:15]3[CH:20]=[CH:19][C:18]([CH2:21][C:22]([NH2:28])=[O:24])=[CH:17][CH:16]=3)[CH:11]=[C:10]([CH2:26][CH3:27])[N:9]=2)[CH:5]=[CH:6][CH:7]=1. The catalyst class is: 5. (2) Reactant: [NH2:1][C@H:2]1[CH2:7][CH2:6][N:5]([CH2:8][CH:9]2[C:13]3=[C:14]([Cl:22])[CH:15]=[N:16][C:17]4[CH:18]=[CH:19][C:20](=[O:21])[N:11]([C:12]=43)[CH2:10]2)[CH2:4][C@H:3]1[OH:23].[O:24]1[C:29]2=[CH:30][N:31]=[C:32]([CH:34]=O)[CH:33]=[C:28]2[CH2:27][CH2:26][CH2:25]1. Product: [ClH:22].[Cl:22][C:14]1[CH:15]=[N:16][C:17]2[CH:18]=[CH:19][C:20](=[O:21])[N:11]3[CH2:10][CH:9]([CH2:8][N:5]4[CH2:6][CH2:7][C@H:2]([NH:1][CH2:34][C:32]5[CH:33]=[C:28]6[CH2:27][CH2:26][CH2:25][O:24][C:29]6=[CH:30][N:31]=5)[C@H:3]([OH:23])[CH2:4]4)[C:13]=1[C:12]=23. The catalyst class is: 98. (3) Reactant: [CH3:1][C@H:2]1[CH2:7][CH2:6][C@H:5]([C:8](Cl)=[O:9])[CH2:4][CH2:3]1.N1C=CC=CC=1.[CH3:17][O:18][C:19]([C:21]1[S:22][C:23]([C:40]#[C:41][C:42]([CH3:45])([CH3:44])[CH3:43])=[CH:24][C:25]=1[NH:26][CH:27]1[CH2:32][CH2:31][N:30]([C:33]([O:35][C:36]([CH3:39])([CH3:38])[CH3:37])=[O:34])[CH2:29][CH2:28]1)=[O:20].CO. Product: [CH3:17][O:18][C:19]([C:21]1[S:22][C:23]([C:40]#[C:41][C:42]([CH3:45])([CH3:44])[CH3:43])=[CH:24][C:25]=1[N:26]([C:8]([C@H:5]1[CH2:6][CH2:7][C@H:2]([CH3:1])[CH2:3][CH2:4]1)=[O:9])[CH:27]1[CH2:32][CH2:31][N:30]([C:33]([O:35][C:36]([CH3:37])([CH3:38])[CH3:39])=[O:34])[CH2:29][CH2:28]1)=[O:20]. The catalyst class is: 308. (4) Reactant: [H-].[Na+].[F:3][C:4]1[CH:13]=[CH:12][CH:11]=[C:10]2[C:5]=1[NH:6][CH2:7][C:8](=[O:14])[NH:9]2.[CH3:15][O:16][CH2:17][CH2:18]Br.[I-].[Na+]. Product: [F:3][C:4]1[CH:13]=[CH:12][CH:11]=[C:10]2[C:5]=1[NH:6][CH2:7][C:8](=[O:14])[N:9]2[CH2:18][CH2:17][O:16][CH3:15]. The catalyst class is: 163. (5) Reactant: [C:1]([CH2:3][C:4](OCC)=O)#[N:2].[C:9]([O-:12])(=[O:11])[CH3:10].[NH4+].C(O)(=O)C.O=[C:19]1[CH2:24][CH2:23][N:22]([C:25]([O:27][C:28]([CH3:31])([CH3:30])[CH3:29])=[O:26])[CH2:21][CH2:20]1. Product: [C:28]([O:27][C:25]([N:22]1[CH2:23][CH2:24][C:19](=[CH:10][C:9]([O:12][CH:3]([C:1]#[N:2])[CH3:4])=[O:11])[CH2:20][CH2:21]1)=[O:26])([CH3:31])([CH3:30])[CH3:29]. The catalyst class is: 11. (6) Reactant: [C:1]([C:5]1[CH:30]=[CH:29][C:8]([C:9]([NH:11][C:12]2[CH:27]=[C:26]([Cl:28])[CH:25]=[CH:24][C:13]=2[C:14]([NH:16][C:17]2[CH:22]=[CH:21][C:20]([Cl:23])=[CH:19][N:18]=2)=[O:15])=[O:10])=[C:7]([O:31][CH:32]2[CH2:37][CH2:36][N:35](C(OC(C)(C)C)=O)[CH2:34][CH2:33]2)[CH:6]=1)([CH3:4])([CH3:3])[CH3:2]. Product: [ClH:23].[C:1]([C:5]1[CH:30]=[CH:29][C:8]([C:9]([NH:11][C:12]2[CH:27]=[C:26]([Cl:28])[CH:25]=[CH:24][C:13]=2[C:14]([NH:16][C:17]2[CH:22]=[CH:21][C:20]([Cl:23])=[CH:19][N:18]=2)=[O:15])=[O:10])=[C:7]([O:31][CH:32]2[CH2:37][CH2:36][NH:35][CH2:34][CH2:33]2)[CH:6]=1)([CH3:4])([CH3:2])[CH3:3]. The catalyst class is: 89.